Dataset: Reaction yield outcomes from USPTO patents with 853,638 reactions. Task: Predict the reaction yield, written as a fraction of the theoretical maximum amount of product (1.0 means a 100% yield; for example, 0.34 means a 34% yield). (1) The reactants are Cl.[OH:2][C:3]1[C:8](=[O:9])[CH:7]=[CH:6][N:5]([CH3:10])[CH:4]=1.C[O:12][CH:13](O)[C:14]([F:17])([F:16])[F:15].Cl. The catalyst is [OH-].[Na+]. The product is [OH:2][C:3]1[C:8](=[O:9])[CH:7]=[CH:6][N:5]([CH3:10])[C:4]=1[CH:13]([OH:12])[C:14]([F:17])([F:16])[F:15]. The yield is 0.680. (2) The reactants are [NH2:1][C:2]1[N:7]=[CH:6][C:5]([C:8]([N:10]2[CH2:15][CH2:14][O:13][CH2:12][C@H:11]2[CH3:16])=[O:9])=[CH:4][CH:3]=1.Br[C:18]1[C:19](=[O:26])[N:20]([CH3:25])[CH:21]=[C:22]([Br:24])[CH:23]=1.C(=O)([O-])[O-].[Cs+].[Cs+].CC1(C)C2C(=C(P(C3C=CC=CC=3)C3C=CC=CC=3)C=CC=2)OC2C(P(C3C=CC=CC=3)C3C=CC=CC=3)=CC=CC1=2. The catalyst is C1C=CC(/C=C/C(/C=C/C2C=CC=CC=2)=O)=CC=1.C1C=CC(/C=C/C(/C=C/C2C=CC=CC=2)=O)=CC=1.C1C=CC(/C=C/C(/C=C/C2C=CC=CC=2)=O)=CC=1.[Pd].[Pd].O1CCOCC1. The product is [Br:24][C:22]1[CH:23]=[C:18]([NH:1][C:2]2[CH:3]=[CH:4][C:5]([C:8]([N:10]3[CH2:15][CH2:14][O:13][CH2:12][C@H:11]3[CH3:16])=[O:9])=[CH:6][N:7]=2)[C:19](=[O:26])[N:20]([CH3:25])[CH:21]=1. The yield is 0.700. (3) The reactants are [H-].[Na+].[CH:3]([C:5]1[CH:6]=[CH:7][C:8]([O:13][C:14]2[CH:19]=[CH:18][CH:17]=[C:16]([C:20]([F:23])([F:22])[F:21])[CH:15]=2)=[C:9]([CH:12]=1)[C:10]#[N:11])=O.[CH2:24]1COCC1. The catalyst is [Br-].C[P+](C1C=CC=CC=1)(C1C=CC=CC=1)C1C=CC=CC=1. The product is [CH:3]([C:5]1[CH:6]=[CH:7][C:8]([O:13][C:14]2[CH:19]=[CH:18][CH:17]=[C:16]([C:20]([F:23])([F:22])[F:21])[CH:15]=2)=[C:9]([CH:12]=1)[C:10]#[N:11])=[CH2:24]. The yield is 0.503. (4) The reactants are [Cl:1][C:2]1[CH:3]=[C:4]2[C:10]([C:11]3[N:16]=[C:15]([NH:17][C@H:18]4[CH2:23][CH2:22][CH2:21][C@@H:20]([O:24][CH3:25])[C@@H:19]4[OH:26])[C:14]([F:27])=[CH:13][N:12]=3)=[CH:9][N:8](S(C3C=CC(C)=CC=3)(=O)=O)[C:5]2=[N:6][CH:7]=1.[Li+].[OH-].Cl.C([O-])(O)=O.[Na+]. The catalyst is C1COCC1. The product is [Cl:1][C:2]1[CH:3]=[C:4]2[C:10]([C:11]3[N:16]=[C:15]([NH:17][C@H:18]4[CH2:23][CH2:22][CH2:21][C@@H:20]([O:24][CH3:25])[C@@H:19]4[OH:26])[C:14]([F:27])=[CH:13][N:12]=3)=[CH:9][NH:8][C:5]2=[N:6][CH:7]=1. The yield is 0.910. (5) The reactants are [CH3:1][CH:2]1[CH2:7][CH2:6][N:5]([C:8]2[CH:13]=[C:12]([CH:14]3[CH2:19][CH2:18][NH:17][CH2:16][CH2:15]3)[CH:11]=[CH:10][C:9]=2[NH:20][C:21]([C:23]2[NH:24][CH:25]=[C:26]([C:28]#[N:29])[CH:27]=2)=[O:22])[CH2:4][CH2:3]1.[F:30][C:31]([F:36])([F:35])[C:32](O)=O.FC(F)(F)COS(C(F)(F)F)(=O)=O.C([O-])([O-])=O.[Na+].[Na+]. The catalyst is CN(C=O)C.CCOC(C)=O. The product is [CH3:1][CH:2]1[CH2:7][CH2:6][N:5]([C:8]2[CH:13]=[C:12]([CH:14]3[CH2:19][CH2:18][N:17]([CH2:32][C:31]([F:36])([F:35])[F:30])[CH2:16][CH2:15]3)[CH:11]=[CH:10][C:9]=2[NH:20][C:21]([C:23]2[NH:24][CH:25]=[C:26]([C:28]#[N:29])[CH:27]=2)=[O:22])[CH2:4][CH2:3]1. The yield is 0.550.